This data is from Reaction yield outcomes from USPTO patents with 853,638 reactions. The task is: Predict the reaction yield, written as a fraction of the theoretical maximum amount of product (1.0 means a 100% yield; for example, 0.34 means a 34% yield). The reactants are [H-].[Na+].[C:3]1([C:9]2[CH:14]=[CH:13][C:12]([OH:15])=[CH:11][CH:10]=2)[CH:8]=[CH:7][CH:6]=[CH:5][CH:4]=1.[CH3:16][O:17][C:18]([C:20]1[O:21][C:22]([CH2:25]Cl)=[CH:23][CH:24]=1)=[O:19]. The catalyst is CN(C)C=O. The product is [CH3:16][O:17][C:18]([C:20]1[O:21][C:22]([CH2:25][O:15][C:12]2[CH:11]=[CH:10][C:9]([C:3]3[CH:4]=[CH:5][CH:6]=[CH:7][CH:8]=3)=[CH:14][CH:13]=2)=[CH:23][CH:24]=1)=[O:19]. The yield is 0.460.